The task is: Predict the product of the given reaction.. This data is from Forward reaction prediction with 1.9M reactions from USPTO patents (1976-2016). Given the reactants [C:1]1([NH:7][CH2:8][C:9]2[C:18]3[C:13](=[CH:14][CH:15]=[CH:16][CH:17]=3)[NH:12][C:11](=[O:19])[CH:10]=2)[CH:6]=[CH:5][CH:4]=[CH:3][CH:2]=1.[CH3:20][C:21]1[N:22]=[CH:23][S:24][C:25]=1[C:26](O)=[O:27], predict the reaction product. The product is: [CH3:20][C:21]1[N:22]=[CH:23][S:24][C:25]=1[C:26]([N:7]([CH2:8][C:9]1[C:18]2[C:13](=[CH:14][CH:15]=[CH:16][CH:17]=2)[NH:12][C:11](=[O:19])[CH:10]=1)[C:1]1[CH:2]=[CH:3][CH:4]=[CH:5][CH:6]=1)=[O:27].